The task is: Predict which catalyst facilitates the given reaction.. This data is from Catalyst prediction with 721,799 reactions and 888 catalyst types from USPTO. (1) Reactant: C1(C#CC2CC3(CCNCC3)ON=2)C=CC=CC=1.[C:19]1([C:25]#[C:26][C:27]2[CH2:41][C:30]3([CH2:33][N:32](C(OC(C)(C)C)=O)[CH2:31]3)[O:29][N:28]=2)[CH:24]=[CH:23][CH:22]=[CH:21][CH:20]=1. Product: [C:19]1([C:25]#[C:26][C:27]2[CH2:41][C:30]3([CH2:33][NH:32][CH2:31]3)[O:29][N:28]=2)[CH:24]=[CH:23][CH:22]=[CH:21][CH:20]=1. The catalyst class is: 22. (2) Reactant: [CH2:1]([O:5][C:6]([N:8]1[CH2:13][CH2:12][N:11]([C:14](=[O:31])[CH2:15][NH:16][C:17]([C:19]2[CH:23]=[C:22]([OH:24])[N:21]([C:25]3[CH:30]=[CH:29][CH:28]=[CH:27][CH:26]=3)[N:20]=2)=[O:18])[CH2:10][CH2:9]1)=[O:7])[CH2:2][CH2:3][CH3:4].Br[CH2:33][C:34]([O:36][CH2:37][C:38]1[CH:43]=[CH:42][CH:41]=[CH:40][CH:39]=1)=[O:35].C(=O)([O-])[O-].[Cs+].[Cs+]. Product: [CH2:1]([O:5][C:6]([N:8]1[CH2:9][CH2:10][N:11]([C:14](=[O:31])[CH2:15][NH:16][C:17]([C:19]2[CH:23]=[C:22]([O:24][CH2:33][C:34]([O:36][CH2:37][C:38]3[CH:43]=[CH:42][CH:41]=[CH:40][CH:39]=3)=[O:35])[N:21]([C:25]3[CH:30]=[CH:29][CH:28]=[CH:27][CH:26]=3)[N:20]=2)=[O:18])[CH2:12][CH2:13]1)=[O:7])[CH2:2][CH2:3][CH3:4]. The catalyst class is: 39.